From a dataset of NCI-60 drug combinations with 297,098 pairs across 59 cell lines. Regression. Given two drug SMILES strings and cell line genomic features, predict the synergy score measuring deviation from expected non-interaction effect. (1) Synergy scores: CSS=2.38, Synergy_ZIP=-0.00671, Synergy_Bliss=-2.30, Synergy_Loewe=-0.0396, Synergy_HSA=-3.05. Drug 2: CS(=O)(=O)OCCCCOS(=O)(=O)C. Drug 1: C1=NC2=C(N=C(N=C2N1C3C(C(C(O3)CO)O)F)Cl)N. Cell line: NCI-H322M. (2) Drug 1: CC1=C2C(C(=O)C3(C(CC4C(C3C(C(C2(C)C)(CC1OC(=O)C(C(C5=CC=CC=C5)NC(=O)OC(C)(C)C)O)O)OC(=O)C6=CC=CC=C6)(CO4)OC(=O)C)OC)C)OC. Drug 2: C1CC(=O)NC(=O)C1N2C(=O)C3=CC=CC=C3C2=O. Cell line: MOLT-4. Synergy scores: CSS=40.9, Synergy_ZIP=-3.49, Synergy_Bliss=-8.07, Synergy_Loewe=-40.9, Synergy_HSA=-8.84. (3) Drug 1: CC(C)CN1C=NC2=C1C3=CC=CC=C3N=C2N. Drug 2: CC1CCCC2(C(O2)CC(NC(=O)CC(C(C(=O)C(C1O)C)(C)C)O)C(=CC3=CSC(=N3)C)C)C. Cell line: SR. Synergy scores: CSS=74.2, Synergy_ZIP=0.918, Synergy_Bliss=0.240, Synergy_Loewe=-12.7, Synergy_HSA=-0.881. (4) Drug 1: CNC(=O)C1=CC=CC=C1SC2=CC3=C(C=C2)C(=NN3)C=CC4=CC=CC=N4. Drug 2: CCC1=CC2CC(C3=C(CN(C2)C1)C4=CC=CC=C4N3)(C5=C(C=C6C(=C5)C78CCN9C7C(C=CC9)(C(C(C8N6C)(C(=O)OC)O)OC(=O)C)CC)OC)C(=O)OC.C(C(C(=O)O)O)(C(=O)O)O. Cell line: HCT-15. Synergy scores: CSS=29.0, Synergy_ZIP=1.97, Synergy_Bliss=10.8, Synergy_Loewe=7.67, Synergy_HSA=10.5. (5) Drug 1: CN1C(=O)N2C=NC(=C2N=N1)C(=O)N. Drug 2: C(CCl)NC(=O)N(CCCl)N=O. Cell line: CCRF-CEM. Synergy scores: CSS=3.81, Synergy_ZIP=-1.84, Synergy_Bliss=0.299, Synergy_Loewe=-4.11, Synergy_HSA=-1.86. (6) Drug 1: C(=O)(N)NO. Drug 2: CN(CCCl)CCCl.Cl. Cell line: 786-0. Synergy scores: CSS=14.0, Synergy_ZIP=-6.99, Synergy_Bliss=0.158, Synergy_Loewe=-25.9, Synergy_HSA=-3.32. (7) Drug 1: CC1=C2C(C(=O)C3(C(CC4C(C3C(C(C2(C)C)(CC1OC(=O)C(C(C5=CC=CC=C5)NC(=O)OC(C)(C)C)O)O)OC(=O)C6=CC=CC=C6)(CO4)OC(=O)C)OC)C)OC. Drug 2: C(CN)CNCCSP(=O)(O)O. Cell line: SF-539. Synergy scores: CSS=55.8, Synergy_ZIP=9.50, Synergy_Bliss=8.74, Synergy_Loewe=-38.2, Synergy_HSA=8.42. (8) Drug 1: CC1=C(C(=CC=C1)Cl)NC(=O)C2=CN=C(S2)NC3=CC(=NC(=N3)C)N4CCN(CC4)CCO. Drug 2: CN1C2=C(C=C(C=C2)N(CCCl)CCCl)N=C1CCCC(=O)O.Cl. Cell line: A498. Synergy scores: CSS=11.0, Synergy_ZIP=-1.69, Synergy_Bliss=4.10, Synergy_Loewe=-16.7, Synergy_HSA=2.30.